This data is from Forward reaction prediction with 1.9M reactions from USPTO patents (1976-2016). The task is: Predict the product of the given reaction. (1) Given the reactants [S:1]1[C:5]2[CH:6]=[CH:7][CH:8]=[CH:9][C:4]=2[C:3]([N:10]2[CH2:15][CH2:14][N:13]([CH2:16][CH2:17][C:18]3[CH:23]=[CH:22][C:21]([NH2:24])=[CH:20][CH:19]=3)[CH2:12][CH2:11]2)=[N:2]1.[Br:25]N1C(=O)CCC1=O, predict the reaction product. The product is: [S:1]1[C:5]2[CH:6]=[CH:7][CH:8]=[CH:9][C:4]=2[C:3]([N:10]2[CH2:11][CH2:12][N:13]([CH2:16][CH2:17][C:18]3[CH:19]=[CH:20][C:21]([NH2:24])=[C:22]([Br:25])[CH:23]=3)[CH2:14][CH2:15]2)=[N:2]1. (2) Given the reactants [C:1]([O:5][C:6](=[O:34])[C:7]1[CH:12]=[C:11]([O:13]CC2C=CC=CC=2)[C:10]([CH2:21][C:22]2([CH3:25])[CH2:24][O:23]2)=[C:9]([O:26]CC2C=CC=CC=2)[CH:8]=1)([CH3:4])([CH3:3])[CH3:2].CCN(CC)CC.C([O-])([O-])=O.[K+].[K+], predict the reaction product. The product is: [C:1]([O:5][C:6]([C:7]1[CH:12]=[C:11]([OH:13])[C:10]2[CH2:21][C:22]([CH2:24][OH:23])([CH3:25])[O:26][C:9]=2[CH:8]=1)=[O:34])([CH3:3])([CH3:2])[CH3:4].